Dataset: Peptide-MHC class II binding affinity with 134,281 pairs from IEDB. Task: Regression. Given a peptide amino acid sequence and an MHC pseudo amino acid sequence, predict their binding affinity value. This is MHC class II binding data. (1) The peptide sequence is PRGVTHDQLNNFRAG. The MHC is DRB3_0202 with pseudo-sequence DRB3_0202. The binding affinity (normalized) is 0.0521. (2) The binding affinity (normalized) is 0.130. The MHC is DRB1_0802 with pseudo-sequence DRB1_0802. The peptide sequence is KNLTGLVSAGPKAKS.